This data is from Forward reaction prediction with 1.9M reactions from USPTO patents (1976-2016). The task is: Predict the product of the given reaction. (1) The product is: [F:1][C:2]([F:29])([F:30])[C@H:3]1[CH2:8][CH2:7][C@H:6]([NH:9][C:10](=[O:28])[C:11]2[CH:16]=[C:15]([N+:17]([O-:19])=[O:18])[C:14]([NH:20][CH3:21])=[CH:13][C:12]=2[N:22]([CH3:27])[CH2:23][C:24]#[N:26])[CH2:5][CH2:4]1. Given the reactants [F:1][C:2]([F:30])([F:29])[C@H:3]1[CH2:8][CH2:7][C@H:6]([NH:9][C:10](=[O:28])[C:11]2[CH:16]=[C:15]([N+:17]([O-:19])=[O:18])[C:14]([NH:20][CH3:21])=[CH:13][C:12]=2[N:22]([CH3:27])[CH2:23][C:24]([NH2:26])=O)[CH2:5][CH2:4]1.CC[N+](S(N=C(OC)[O-])(=O)=O)(CC)CC.C(Cl)Cl.C1COCC1, predict the reaction product. (2) The product is: [CH2:1]([N:9]([CH2:29][CH2:30][C:31]1[CH:32]=[CH:33][CH:34]=[CH:35][CH:36]=1)[C:10]1[CH:15]=[CH:14][C:13]([S:16][C:17]2[CH:22]=[CH:21][C:20]([CH2:23][C:24]([OH:26])=[O:25])=[CH:19][CH:18]=2)=[CH:12][CH:11]=1)[CH2:2][C:3]1[CH:4]=[CH:5][CH:6]=[CH:7][CH:8]=1. Given the reactants [CH2:1]([N:9]([CH2:29][CH2:30][C:31]1[CH:36]=[CH:35][CH:34]=[CH:33][CH:32]=1)[C:10]1[CH:15]=[CH:14][C:13]([S:16][C:17]2[CH:22]=[CH:21][C:20]([CH2:23][C:24]([O:26]CC)=[O:25])=[CH:19][CH:18]=2)=[CH:12][CH:11]=1)[CH2:2][C:3]1[CH:8]=[CH:7][CH:6]=[CH:5][CH:4]=1.[OH-].[Na+].O.C(O)C, predict the reaction product. (3) Given the reactants [CH:1]([C:4]1[CH:10]=[CH:9][CH:8]=[C:7]([CH:11]([CH3:13])[CH3:12])[C:5]=1[NH2:6])([CH3:3])[CH3:2].C1N2CN3CN(C2)CN1C3.[C:24](O)(=[O:26])C, predict the reaction product. The product is: [NH2:6][C:5]1[C:4]([CH:1]([CH3:3])[CH3:2])=[CH:10][C:9]([CH:24]=[O:26])=[CH:8][C:7]=1[CH:11]([CH3:13])[CH3:12]. (4) Given the reactants [CH:1]([O:4][CH:5]([CH2:11][C:12]1[CH:17]=[CH:16][CH:15]=[C:14]([O:18][CH2:19][C:20]#[CH:21])[CH:13]=1)[C:6]([O:8][CH2:9][CH3:10])=[O:7])([CH3:3])[CH3:2].I[C:23]1[CH:28]=[CH:27][CH:26]=[CH:25][C:24]=1[CH3:29].C(N(CC)CC)C, predict the reaction product. The product is: [CH:1]([O:4][CH:5]([CH2:11][C:12]1[CH:17]=[CH:16][CH:15]=[C:14]([O:18][CH2:19][C:20]#[C:21][C:23]2[CH:28]=[CH:27][CH:26]=[CH:25][C:24]=2[CH3:29])[CH:13]=1)[C:6]([O:8][CH2:9][CH3:10])=[O:7])([CH3:2])[CH3:3]. (5) Given the reactants [C:1]([CH2:3][C@H:4]1[CH2:9][CH2:8][C@H:7]([N:10]2[C:14]3=[C:15]4[S:21][CH:20]=[CH:19][C:16]4=[N:17][CH:18]=[C:13]3[N:12]=[C:11]2[CH:22]2[CH2:25][N:24](C([O-])=O)[CH2:23]2)[CH2:6][CH2:5]1)#[N:2].FC(F)(F)C(O)=O, predict the reaction product. The product is: [NH:24]1[CH2:25][CH:22]([C:11]2[N:10]([C@H:7]3[CH2:6][CH2:5][C@H:4]([CH2:3][C:1]#[N:2])[CH2:9][CH2:8]3)[C:14]3=[C:15]4[S:21][CH:20]=[CH:19][C:16]4=[N:17][CH:18]=[C:13]3[N:12]=2)[CH2:23]1. (6) Given the reactants [Br:1][C:2]1[CH:7]=[CH:6][C:5]([CH:8]2[C:10]3([C:14](=O)C(CC)(C)C(=O)[C:11]3([CH3:21])C)[C:9]2=[O:22])=[C:4]([CH2:23][CH3:24])[CH:3]=1.BrC1C=C[C:36]([CH:37]2[C:41]3([C:38](=[O:39])[C:37]([CH3:41])(C)[C:36](=O)C3(CC)C)[C:38]2=[O:39])=C(CC)C=1.S(=O)(=O)(O)[OH:50], predict the reaction product. The product is: [Br:1][C:2]1[CH:7]=[CH:6][C:5]([CH:8]2[C:38](=[O:39])[C:37]([CH3:36])([CH3:41])[O:50][C:10]([CH2:11][CH3:21])([CH3:14])[C:9]2=[O:22])=[C:4]([CH2:23][CH3:24])[CH:3]=1. (7) Given the reactants C(O[C:6]([N:8]1[CH2:17][CH2:16][C:11]2([CH2:14][CH:13](Br)[CH2:12]2)[CH2:10][CH2:9]1)=[O:7])(C)(C)C.[Cl:18][C:19]1[CH:24]=[CH:23][C:22](B(O)O)=[CH:21][C:20]=1[F:28].C1(OC(=O)[NH:37][C:38]2[O:42][N:41]=[C:40]([CH3:43])[C:39]=2[CH3:44])C=CC=CC=1, predict the reaction product. The product is: [Cl:18][C:19]1[CH:24]=[CH:23][C:22]([CH:13]2[CH2:12][C:11]3([CH2:10][CH2:9][N:8]([C:6]([NH:37][C:38]4[O:42][N:41]=[C:40]([CH3:43])[C:39]=4[CH3:44])=[O:7])[CH2:17][CH2:16]3)[CH2:14]2)=[CH:21][C:20]=1[F:28].